Dataset: Forward reaction prediction with 1.9M reactions from USPTO patents (1976-2016). Task: Predict the product of the given reaction. (1) Given the reactants [C:1]([CH2:4][C:5]1[N:6]=[C:7]([S:10][C:11]([CH3:16])([CH3:15])[C:12]([OH:14])=[O:13])[S:8][CH:9]=1)(O)=O.[NH2:17][C:18]1[CH:19]=[C:20]([C:24]2[CH:29]=[CH:28][CH:27]=[CH:26][CH:25]=2)[CH:21]=[CH:22][CH:23]=1.FC(F)(F)C(O)=O, predict the reaction product. The product is: [C:20]1([C:24]2[CH:25]=[CH:26][CH:27]=[CH:28][CH:29]=2)[CH:21]=[CH:22][CH:23]=[C:18]([NH:17][CH2:1][CH2:4][C:5]2[N:6]=[C:7]([S:10][C:11]([CH3:16])([CH3:15])[C:12]([OH:14])=[O:13])[S:8][CH:9]=2)[CH:19]=1. (2) Given the reactants CC(=C)C.[C:5]1(=[O:11])[O:10][C:8](=[O:9])[CH:7]=[CH:6]1.C1C(N)=CC=C(O)C=1.CN1CCCC1=O.OC1C=CC([NH:34][C:35](=[O:41])/[CH:36]=[CH:37]\[C:38](O)=[O:39])=CC=1, predict the reaction product. The product is: [C:35]1(=[O:41])[NH:34][C:38](=[O:39])[CH:37]=[CH:36]1.[C:8]1(=[O:9])[O:10][C:5](=[O:11])[CH:6]=[CH:7]1. (3) Given the reactants C(C(CCCC)COC(=O)C=C)C.C(O)(=O)C=C.C(O)(=O)C=C.C(O)(=O)C=C.[CH2:29]([C:31]([CH2:36][OH:37])([CH2:34][OH:35])[CH2:32][CH3:33])[OH:30].O1CC1=COC1C=[CH:60][C:45]([C:46]([O:48]C2C=CC(OC=C3OC3)=CC=2)=[O:47])=[CH:44]C=1, predict the reaction product. The product is: [C:46]([OH:48])(=[O:47])[C:45]([CH3:60])=[CH2:44].[C:46]([OH:48])(=[O:47])[C:45]([CH3:60])=[CH2:44].[C:46]([OH:48])(=[O:47])[C:45]([CH3:60])=[CH2:44].[CH2:29]([C:31]([CH2:36][OH:37])([CH2:34][OH:35])[CH2:32][CH3:33])[OH:30]. (4) Given the reactants [C:1]([CH2:3][C:4]1[CH:5]=[C:6]([C:10]2[C:11]3[CH:41]=[CH:40][NH:39][C:12]=3[N:13]=[C:14]([NH:16][C:17]3[CH:22]=[CH:21][C:20]([N:23]4[CH2:28][CH2:27][N:26](C(OCC5C=CC=CC=5)=O)[CH2:25][CH2:24]4)=[CH:19][CH:18]=3)[N:15]=2)[CH:7]=[CH:8][CH:9]=1)#[N:2].Br.CC(O)=O.Br.C(=O)=O, predict the reaction product. The product is: [N:23]1([C:20]2[CH:21]=[CH:22][C:17]([NH:16][C:14]3[N:15]=[C:10]([C:6]4[CH:5]=[C:4]([CH2:3][C:1]#[N:2])[CH:9]=[CH:8][CH:7]=4)[C:11]4[CH:41]=[CH:40][NH:39][C:12]=4[N:13]=3)=[CH:18][CH:19]=2)[CH2:24][CH2:25][NH:26][CH2:27][CH2:28]1. (5) Given the reactants [Br:1][C:2]1[CH:3]=[C:4]2[C:12](=[C:13]([C:15](=[O:17])[NH2:16])[CH:14]=1)[NH:11][C:10]1[CH:9]=[CH:8][C:7]([C:18]([OH:20])=O)=[CH:6][C:5]2=1.CN(C(ON1N=NC2C=CC=NC1=2)=[N+](C)C)C.F[P-](F)(F)(F)(F)F.[NH:45]1[CH2:50][CH2:49][O:48][CH2:47][CH2:46]1.O, predict the reaction product. The product is: [Br:1][C:2]1[CH:14]=[C:13]([C:15]([NH2:16])=[O:17])[C:12]2[NH:11][C:10]3[C:5]([C:4]=2[CH:3]=1)=[CH:6][C:7]([C:18]([N:45]1[CH2:50][CH2:49][O:48][CH2:47][CH2:46]1)=[O:20])=[CH:8][CH:9]=3. (6) Given the reactants [N:1]([C:4]1[CH:13]=[CH:12][CH:11]=[CH:10][C:5]=1[C:6]([O:8]C)=O)=[C:2]=[O:3].[C:14]([NH:21][C:22]1[CH:27]=[CH:26][C:25]([NH2:28])=[CH:24][CH:23]=1)([O:16][C:17]([CH3:20])([CH3:19])[CH3:18])=[O:15].CCN(C(C)C)C(C)C.C1CCN2C(=NCCC2)CC1, predict the reaction product. The product is: [C:17]([O:16][C:14]([NH:21][C:22]1[CH:23]=[CH:24][C:25]([N:28]2[C:6](=[O:8])[C:5]3[C:4](=[CH:13][CH:12]=[CH:11][CH:10]=3)[NH:1][C:2]2=[O:3])=[CH:26][CH:27]=1)=[O:15])([CH3:20])([CH3:18])[CH3:19]. (7) Given the reactants [C:1](O)(=[O:4])[CH:2]=[CH2:3].C(N(CC)CC)C.C(Cl)(=O)C=C.[NH2:18][C:19]1[CH:20]=[C:21]2[C:26](=[CH:27][C:28]=1[O:29][CH2:30][CH2:31][CH2:32][N:33]1[CH2:38][CH2:37][N:36]([CH:39]3[CH2:43][O:42][C:41](=[O:44])[CH2:40]3)[CH2:35][CH2:34]1)[N:25]=[CH:24][N:23]=[C:22]2[NH:45][C:46]1[CH:51]=[CH:50][C:49]([F:52])=[C:48]([Cl:53])[CH:47]=1, predict the reaction product. The product is: [Cl:53][C:48]1[CH:47]=[C:46]([NH:45][C:22]2[C:21]3[C:26](=[CH:27][C:28]([O:29][CH2:30][CH2:31][CH2:32][N:33]4[CH2:34][CH2:35][N:36]([CH:39]5[CH2:43][O:42][C:41](=[O:44])[CH2:40]5)[CH2:37][CH2:38]4)=[C:19]([NH:18][C:1]([CH:2]=[CH2:3])=[O:4])[CH:20]=3)[N:25]=[CH:24][N:23]=2)[CH:51]=[CH:50][C:49]=1[F:52].